From a dataset of Full USPTO retrosynthesis dataset with 1.9M reactions from patents (1976-2016). Predict the reactants needed to synthesize the given product. (1) The reactants are: [Br:1][CH:2]1[CH2:6][N:5]([S:7]([C:10]2[CH:15]=[CH:14][C:13]([CH3:16])=[CH:12][CH:11]=2)(=[O:9])=[O:8])[CH2:4][CH:3]1[OH:17].CC(OI1(OC(C)=O)(OC(C)=O)OC(=O)C2C1=CC=CC=2)=O.S(=O)(O)[O-].[Na+]. Given the product [Br:1][CH:2]1[CH2:6][N:5]([S:7]([C:10]2[CH:11]=[CH:12][C:13]([CH3:16])=[CH:14][CH:15]=2)(=[O:9])=[O:8])[CH2:4][C:3]1=[O:17], predict the reactants needed to synthesize it. (2) Given the product [NH3:5].[C:2]([N:5]1[CH2:10][CH2:9][CH:8]([NH2:1])[CH2:7][CH2:6]1)(=[O:4])[CH3:3], predict the reactants needed to synthesize it. The reactants are: [NH3:1].[C:2]([N:5]1[CH2:10][CH2:9][CH2:8][CH2:7][C:6]1=O)(=[O:4])[CH3:3]. (3) The reactants are: [S:1]1[CH2:5][C:4](=[O:6])[NH:3][C:2]1=[O:7].[CH:8](=O)[CH2:9][CH2:10][CH2:11][CH2:12][CH2:13][CH2:14][CH2:15][CH2:16][CH2:17][CH2:18][CH2:19][CH2:20][CH2:21][CH2:22][CH2:23][CH2:24][CH3:25]. Given the product [CH:25](=[C:5]1/[C:4](=[O:6])[NH:3][C:2](=[O:7])[S:1]/1)\[CH2:24][CH2:23][CH2:22][CH2:21][CH2:20][CH2:19][CH2:18][CH2:17][CH2:16][CH2:15][CH2:14][CH2:13][CH2:12][CH2:11][CH2:10][CH2:9][CH3:8], predict the reactants needed to synthesize it. (4) Given the product [Cl:20][C:21]1[CH:22]=[C:23]([NH:28][C:29]2[C:30]3[C:37](=[CH:18][C:9]4[NH:10][C:11]5[CH2:16][CH2:15][NH:14][C:13](=[O:17])[C:12]=5[C:8]=4[C:5]4[CH:4]=[CH:3][C:2]([F:1])=[CH:7][CH:6]=4)[C:36](=[O:38])[NH:35][C:31]=3[N:32]=[CH:33][N:34]=2)[CH:24]=[CH:25][C:26]=1[F:27], predict the reactants needed to synthesize it. The reactants are: [F:1][C:2]1[CH:7]=[CH:6][C:5]([C:8]2[C:12]3[C:13](=[O:17])[NH:14][CH2:15][CH2:16][C:11]=3[NH:10][C:9]=2[CH:18]=O)=[CH:4][CH:3]=1.[Cl:20][C:21]1[CH:22]=[C:23]([NH:28][C:29]2[C:30]3[CH2:37][C:36](=[O:38])[NH:35][C:31]=3[N:32]=[CH:33][N:34]=2)[CH:24]=[CH:25][C:26]=1[F:27]. (5) Given the product [Br:29][C:7]1[C:2]([F:1])=[CH:3][C:4]([O:21][CH3:22])=[C:5]([C:8]2[N:12]3[N:13]=[CH:14][C:15]([C:17]([OH:20])([CH3:19])[CH3:18])=[N:16][C:11]3=[N:10][CH:9]=2)[CH:6]=1, predict the reactants needed to synthesize it. The reactants are: [F:1][C:2]1[CH:7]=[CH:6][C:5]([C:8]2[N:12]3[N:13]=[CH:14][C:15]([C:17]([OH:20])([CH3:19])[CH3:18])=[N:16][C:11]3=[N:10][CH:9]=2)=[C:4]([O:21][CH3:22])[CH:3]=1.F[B-](F)(F)F.[H+].[Br:29]N1C(=O)CCC1=O. (6) Given the product [OH:13][CH:7]1[C:6]2[CH:5]=[CH:4][C:3]([C:2]([F:15])([F:1])[F:14])=[CH:12][C:11]=2[O:10][CH2:9][CH2:8]1, predict the reactants needed to synthesize it. The reactants are: [F:1][C:2]([F:15])([F:14])[C:3]1[CH:12]=[C:11]2[C:6]([C:7](=[O:13])[CH2:8][CH2:9][O:10]2)=[CH:5][CH:4]=1.[BH4-].[Na+].CC(C)=O. (7) Given the product [C:15]([C:19]1[CH:24]=[CH:23][C:22]([O:25][CH3:26])=[C:21]([CH:20]=1)[C:11]([C:3]1[CH:4]=[C:5]([N+:8]([O-:10])=[O:9])[CH:6]=[CH:7][C:2]=1[Cl:1])=[O:27])([CH3:18])([CH3:16])[CH3:17], predict the reactants needed to synthesize it. The reactants are: [Cl:1][C:2]1[CH:7]=[CH:6][C:5]([N+:8]([O-:10])=[O:9])=[CH:4][C:3]=1[C:11](Cl)(Cl)Cl.[C:15]([C:19]1[CH:24]=[CH:23][C:22]([O:25][CH3:26])=[CH:21][CH:20]=1)([CH3:18])([CH3:17])[CH3:16].[OH2:27]. (8) Given the product [CH3:26][O:27][C:28]([CH:30]1[CH2:34][CH2:33][S:32](=[O:36])(=[O:35])[N:31]1[CH2:2][C:3]1[CH:25]=[CH:24][CH:23]=[C:5]([CH2:6][O:7][C:8]2[CH:13]=[CH:12][C:11]([C:14]3[CH:19]=[C:18]([F:20])[C:17]([F:21])=[CH:16][C:15]=3[F:22])=[CH:10][CH:9]=2)[CH:4]=1)=[O:29], predict the reactants needed to synthesize it. The reactants are: Br[CH2:2][C:3]1[CH:4]=[C:5]([CH:23]=[CH:24][CH:25]=1)[CH2:6][O:7][C:8]1[CH:13]=[CH:12][C:11]([C:14]2[CH:19]=[C:18]([F:20])[C:17]([F:21])=[CH:16][C:15]=2[F:22])=[CH:10][CH:9]=1.[CH3:26][O:27][C:28]([CH:30]1[CH2:34][CH2:33][S:32](=[O:36])(=[O:35])[NH:31]1)=[O:29].C(=O)([O-])[O-].[K+].[K+].